This data is from Blood-brain barrier permeability classification from the B3DB database. The task is: Regression/Classification. Given a drug SMILES string, predict its absorption, distribution, metabolism, or excretion properties. Task type varies by dataset: regression for continuous measurements (e.g., permeability, clearance, half-life) or binary classification for categorical outcomes (e.g., BBB penetration, CYP inhibition). Dataset: b3db_classification. (1) The drug is C#CCN(C)CCCOc1ccc(Cl)cc1Cl. The result is 1 (penetrates BBB). (2) The molecule is C#CC1(OC(C)=O)CCC2C3CCC4=CC(OC(C)=O)CCC4C3CCC21C. The result is 0 (does not penetrate BBB). (3) The drug is N[C@H](CCC(=O)O)c1ccc(Cl)cc1. The result is 1 (penetrates BBB). (4) The drug is CNCCCN1c2ccccc2CCc2ccccc21. The result is 1 (penetrates BBB). (5) The drug is CN1[C@H]2CC[C@@H]1CC(OC(=O)C(CO)c1ccccc1)C2. The result is 1 (penetrates BBB). (6) The result is 0 (does not penetrate BBB). The molecule is C/C=C/C/C=C/CCC(=O)C1OC1C(N)=O. (7) The molecule is C[C@@H](CN(C)C)CN1c2ccccc2CCc2ccccc21. The result is 1 (penetrates BBB).